Dataset: Forward reaction prediction with 1.9M reactions from USPTO patents (1976-2016). Task: Predict the product of the given reaction. (1) Given the reactants [I:1][C:2]1[CH:3]=[C:4]2[C:8](=[CH:9][CH:10]=1)[NH:7][C:6](=[O:11])[C:5]2=O.[NH:13]([C:15]([C:17]1[CH:22]=[CH:21][C:20]([NH:23][C:24]([C:26]2[CH:31]=[CH:30][C:29]([C:32]3[CH:37]=[CH:36][CH:35]=[CH:34][CH:33]=3)=[CH:28][CH:27]=2)=[O:25])=[CH:19][CH:18]=1)=[O:16])[NH2:14], predict the reaction product. The product is: [I:1][C:2]1[CH:3]=[C:4]2[C:8](=[CH:9][CH:10]=1)[NH:7][C:6](=[O:11])[C:5]2=[N:14][NH:13][C:15]([C:17]1[CH:18]=[CH:19][C:20]([NH:23][C:24]([C:26]2[CH:31]=[CH:30][C:29]([C:32]3[CH:37]=[CH:36][CH:35]=[CH:34][CH:33]=3)=[CH:28][CH:27]=2)=[O:25])=[CH:21][CH:22]=1)=[O:16]. (2) Given the reactants C1(P(C2C=CC=CC=2)C2C=CC=CC=2)C=CC=CC=1.BrN1C(=O)CCC1=O.[CH:28]1([CH2:33][CH:34]([C:38]2[CH:43]=[CH:42][C:41]([Cl:44])=[C:40]([Cl:45])[CH:39]=2)[C:35]([OH:37])=O)[CH2:32][CH2:31][CH2:30][CH2:29]1.[NH2:46][C:47]1[CH:54]=[CH:53][C:50]([C:51]#[N:52])=[CH:49][N:48]=1.N1C=CC=CC=1, predict the reaction product. The product is: [C:51]([C:50]1[CH:53]=[CH:54][C:47]([NH:46][C:35](=[O:37])[CH:34]([C:38]2[CH:43]=[CH:42][C:41]([Cl:44])=[C:40]([Cl:45])[CH:39]=2)[CH2:33][CH:28]2[CH2:29][CH2:30][CH2:31][CH2:32]2)=[N:48][CH:49]=1)#[N:52]. (3) Given the reactants [OH:1][C:2]1[CH:3]=[CH:4][C:5]2[N:6]([N:8]=[CH:9][C:10]=2[C:11]([O:13]CC)=[O:12])[CH:7]=1.Br[C:17]([CH3:26])([CH3:25])[C:18]([O:20][C:21]([CH3:24])([CH3:23])[CH3:22])=[O:19].C(=O)([O-])[O-].[Cs+].[Cs+].[Li+].[OH-].C(O)(C(F)(F)F)=O, predict the reaction product. The product is: [C:21]([O:20][C:18](=[O:19])[C:17]([O:1][C:2]1[CH:3]=[CH:4][C:5]2[N:6]([N:8]=[CH:9][C:10]=2[C:11]([OH:13])=[O:12])[CH:7]=1)([CH3:26])[CH3:25])([CH3:24])([CH3:23])[CH3:22]. (4) Given the reactants C(OC(N(C)[C@@H](C)C(N[C@@H](C(C)(C)C)C(N1[C@H](C(=O)N[C@H]2C3C(=CC=CC=3)CCC2)CC2C(=CC(C(O)=O)=CC=2)C1)=O)=O)=O)(C)(C)C.[C:48]([O:52][C:53]([N:55]([CH3:132])[C@@H:56]([CH3:131])[C:57]([NH:59][C@@H:60]([C:127]([CH3:130])([CH3:129])[CH3:128])[C:61]([N:63]1[C@H:72]([C:73]([NH:75][C@@H:76]([CH2:81][C:82]2[CH:87]=[CH:86][CH:85]=[CH:84][CH:83]=2)[C:77]([O:79]C)=[O:78])=[O:74])[CH2:71][C:70]2[C:65](=[CH:66][C:67]([C@H:88]3[CH2:92][C@@H:91]([C:93](=[O:105])[NH:94][C@H:95]4[C:104]5[C:99](=[CH:100][CH:101]=[CH:102][CH:103]=5)[CH2:98][CH2:97][CH2:96]4)[N:90]([C:106](=[O:126])[C@@H:107]([NH:112][C:113](=[O:125])[C@@H:114]([N:116]([C:118]([O:120][C:121]([CH3:124])([CH3:123])[CH3:122])=[O:119])[CH3:117])[CH3:115])[C:108]([CH3:111])([CH3:110])[CH3:109])[CH2:89]3)=[CH:68][CH:69]=2)[CH2:64]1)=[O:62])=[O:58])=[O:54])([CH3:51])([CH3:50])[CH3:49], predict the reaction product. The product is: [C:48]([O:52][C:53]([N:55]([CH3:132])[C@@H:56]([CH3:131])[C:57]([NH:59][C@@H:60]([C:127]([CH3:130])([CH3:129])[CH3:128])[C:61]([N:63]1[C@H:72]([C:73]([NH:75][C@@H:76]([CH2:81][C:82]2[CH:87]=[CH:86][CH:85]=[CH:84][CH:83]=2)[C:77]([OH:79])=[O:78])=[O:74])[CH2:71][C:70]2[C:65](=[CH:66][C:67]([C@H:88]3[CH2:92][C@@H:91]([C:93](=[O:105])[NH:94][C@H:95]4[C:104]5[C:99](=[CH:100][CH:101]=[CH:102][CH:103]=5)[CH2:98][CH2:97][CH2:96]4)[N:90]([C:106](=[O:126])[C@@H:107]([NH:112][C:113](=[O:125])[C@@H:114]([N:116]([C:118]([O:120][C:121]([CH3:124])([CH3:123])[CH3:122])=[O:119])[CH3:117])[CH3:115])[C:108]([CH3:109])([CH3:111])[CH3:110])[CH2:89]3)=[CH:68][CH:69]=2)[CH2:64]1)=[O:62])=[O:58])=[O:54])([CH3:49])([CH3:50])[CH3:51]. (5) Given the reactants Br[C:2]1[C:22]([O:23][CH3:24])=[CH:21][C:5]2[N:6]([CH3:20])[C:7](=[O:19])[CH2:8][N:9]=[C:10]([C:11]3[CH:12]=[C:13]([CH:16]=[CH:17][CH:18]=3)[C:14]#[N:15])[C:4]=2[CH:3]=1.C1(B(O)O)C=CC=CC=1.[O:34]1[CH:38]=[CH:37][CH:36]=[C:35]1B(O)O, predict the reaction product. The product is: [O:34]1[CH:38]=[CH:37][CH:36]=[C:35]1[C:2]1[C:22]([O:23][CH3:24])=[CH:21][C:5]2[N:6]([CH3:20])[C:7](=[O:19])[CH2:8][N:9]=[C:10]([C:11]3[CH:12]=[C:13]([CH:16]=[CH:17][CH:18]=3)[C:14]#[N:15])[C:4]=2[CH:3]=1. (6) Given the reactants COC1N=C(S(C)(=O)=O)N=C([C:13]2[CH:29]=[CH:28][C:16]3[NH:17][C:18]([NH:20][C:21]([C:23]4[S:24][CH:25]=[CH:26][CH:27]=4)=[O:22])=[N:19][C:15]=3[CH:14]=2)C=1.[C:30]([O-:33])(O)=O.[Na+].[ClH:35], predict the reaction product. The product is: [Cl:35][C:15]1[CH:14]=[CH:13][CH:29]=[CH:28][C:16]=1[NH:17][C:18]1[NH:19][C:30](=[O:33])[CH:23]=[C:21]([C:13]2[CH:29]=[CH:28][C:16]3[NH:17][C:18]([NH:20][C:21]([C:23]4[S:24][CH:25]=[CH:26][CH:27]=4)=[O:22])=[N:19][C:15]=3[CH:14]=2)[N:20]=1.